From a dataset of Catalyst prediction with 721,799 reactions and 888 catalyst types from USPTO. Predict which catalyst facilitates the given reaction. (1) The catalyst class is: 7. Product: [Br:1][C:2]1[CH:3]=[C:4]2[C:9](=[CH:10][CH:11]=1)[N:8]=[C:7]([Cl:12])[C:6]([CH2:13][OH:14])=[C:5]2[Cl:15]. Reactant: [Br:1][C:2]1[CH:3]=[C:4]2[C:9](=[CH:10][CH:11]=1)[N:8]=[C:7]([Cl:12])[C:6]([CH:13]=[O:14])=[C:5]2[Cl:15].[BH3-]C#N.[Na+]. (2) Reactant: [F:1][C:2]1[CH:3]=[C:4]([N+:9]([O-:11])=[O:10])[CH:5]=[CH:6][C:7]=1F.[CH2:12]([O:15][C:16]([N:18]1[CH2:22][CH2:21][C@@H:20]([NH2:23])[CH2:19]1)=[O:17])[CH:13]=[CH2:14].C(N(CC)CC)C. Product: [CH2:12]([O:15][C:16]([N:18]1[CH2:22][CH2:21][C@@H:20]([NH:23][C:7]2[CH:6]=[CH:5][C:4]([N+:9]([O-:11])=[O:10])=[CH:3][C:2]=2[F:1])[CH2:19]1)=[O:17])[CH:13]=[CH2:14]. The catalyst class is: 13.